Dataset: NCI-60 drug combinations with 297,098 pairs across 59 cell lines. Task: Regression. Given two drug SMILES strings and cell line genomic features, predict the synergy score measuring deviation from expected non-interaction effect. Drug 1: CC1=C(C=C(C=C1)NC2=NC=CC(=N2)N(C)C3=CC4=NN(C(=C4C=C3)C)C)S(=O)(=O)N.Cl. Drug 2: CC1=C(C(CCC1)(C)C)C=CC(=CC=CC(=CC(=O)O)C)C. Cell line: NCI-H460. Synergy scores: CSS=2.77, Synergy_ZIP=-0.497, Synergy_Bliss=-4.09, Synergy_Loewe=-12.6, Synergy_HSA=-7.10.